From a dataset of Forward reaction prediction with 1.9M reactions from USPTO patents (1976-2016). Predict the product of the given reaction. (1) Given the reactants Br[CH2:2][C:3]([N:5]1[CH2:10][CH2:9][N:8]([C:11]2[N:18]=[CH:17][CH:16]=[CH:15][C:12]=2[C:13]#[N:14])[CH2:7][CH2:6]1)=[O:4].[C:19]1([OH:25])[CH:24]=[CH:23][CH:22]=[CH:21][CH:20]=1.C(=O)([O-])[O-].[Cs+].[Cs+].CN(C)C=O, predict the reaction product. The product is: [O:25]([CH2:2][C:3]([N:5]1[CH2:10][CH2:9][N:8]([C:11]2[N:18]=[CH:17][CH:16]=[CH:15][C:12]=2[C:13]#[N:14])[CH2:7][CH2:6]1)=[O:4])[C:19]1[CH:24]=[CH:23][CH:22]=[CH:21][CH:20]=1. (2) Given the reactants C([O:4][C:5]1[CH:10]=[CH:9][CH:8]=[C:7]([Br:11])[CH:6]=1)C=C.C(OCC)(=O)C.C(N(CC)[C:21]1[CH:26]=CC=C[CH:22]=1)C, predict the reaction product. The product is: [CH2:26]([C:10]1[CH:9]=[CH:8][C:7]([Br:11])=[CH:6][C:5]=1[OH:4])[CH:21]=[CH2:22].[CH2:26]([C:6]1[C:7]([Br:11])=[CH:8][CH:9]=[CH:10][C:5]=1[OH:4])[CH:21]=[CH2:22]. (3) Given the reactants [C:1]1([NH:7][C:8]2[CH:13]=[CH:12][CH:11]=[CH:10][CH:9]=2)[CH:6]=[CH:5][CH:4]=[CH:3][CH:2]=1.Br[C:15]1[C:16]([CH3:25])=[C:17]([CH3:24])[C:18]([Br:23])=[C:19]([CH3:22])[C:20]=1[CH3:21].CC(C)([O-])C.[Na+], predict the reaction product. The product is: [Br:23][C:18]1[C:17]([CH3:24])=[C:16]([CH3:25])[C:15]([N:7]([C:8]2[CH:9]=[CH:10][CH:11]=[CH:12][CH:13]=2)[C:1]2[CH:6]=[CH:5][CH:4]=[CH:3][CH:2]=2)=[C:20]([CH3:21])[C:19]=1[CH3:22]. (4) Given the reactants [OH-].[Na+].[CH2:3]([O:10][C:11]1[CH:12]=[C:13]([N:17]2[CH2:27][CH2:26][CH2:25][CH:19]([C:20]([O:22]CC)=[O:21])[CH2:18]2)[CH:14]=[CH:15][CH:16]=1)[C:4]1[CH:9]=[CH:8][CH:7]=[CH:6][CH:5]=1, predict the reaction product. The product is: [CH2:3]([O:10][C:11]1[CH:12]=[C:13]([N:17]2[CH2:27][CH2:26][CH2:25][CH:19]([C:20]([OH:22])=[O:21])[CH2:18]2)[CH:14]=[CH:15][CH:16]=1)[C:4]1[CH:5]=[CH:6][CH:7]=[CH:8][CH:9]=1.